From a dataset of Full USPTO retrosynthesis dataset with 1.9M reactions from patents (1976-2016). Predict the reactants needed to synthesize the given product. (1) Given the product [NH2:1][C:4]1[CH:5]=[C:6]2[C:11](=[CH:12][CH:13]=1)[C:10]([N:14]([C:21]([C:23]([CH3:26])([CH3:25])[CH3:24])=[O:22])[C:15]([C:17]([CH3:19])([CH3:20])[CH3:18])=[O:16])=[N:9][CH:8]=[CH:7]2, predict the reactants needed to synthesize it. The reactants are: [N+:1]([C:4]1[CH:5]=[C:6]2[C:11](=[CH:12][CH:13]=1)[C:10]([N:14]([C:21]([C:23]([CH3:26])([CH3:25])[CH3:24])=[O:22])[C:15]([C:17]([CH3:20])([CH3:19])[CH3:18])=[O:16])=[N:9][CH:8]=[CH:7]2)([O-])=O.[H][H]. (2) Given the product [C:1]([O:4][C@H:5]([CH3:20])[CH2:6][CH2:7][CH2:8][CH2:9][N:10]1[C:15](=[O:16])[C:14]([NH2:21])=[C:13]([NH2:17])[N:12]([CH3:18])[C:11]1=[O:19])(=[O:3])[CH3:2], predict the reactants needed to synthesize it. The reactants are: [C:1]([O:4][C@H:5]([CH3:20])[CH2:6][CH2:7][CH2:8][CH2:9][N:10]1[C:15](=[O:16])[CH:14]=[C:13]([NH2:17])[N:12]([CH3:18])[C:11]1=[O:19])(=[O:3])[CH3:2].[N:21]([O-])=O.[Na+].S(S([O-])=O)([O-])=O.[Na+].[Na+].